Dataset: Peptide-MHC class II binding affinity with 134,281 pairs from IEDB. Task: Regression. Given a peptide amino acid sequence and an MHC pseudo amino acid sequence, predict their binding affinity value. This is MHC class II binding data. (1) The MHC is DRB1_1501 with pseudo-sequence DRB1_1501. The binding affinity (normalized) is 0.584. The peptide sequence is GELQIVNKIDAAFKI. (2) The peptide sequence is DLGYAPATPAAPGAG. The MHC is DRB1_0802 with pseudo-sequence DRB1_0802. The binding affinity (normalized) is 0.641. (3) The peptide sequence is EKKYFAATQFEPKAA. The MHC is DRB1_1602 with pseudo-sequence DRB1_1602. The binding affinity (normalized) is 0.407. (4) The peptide sequence is NVSHIQSAVVCGRRH. The MHC is HLA-DPA10201-DPB10101 with pseudo-sequence HLA-DPA10201-DPB10101. The binding affinity (normalized) is 0.0572. (5) The peptide sequence is SCGLYKQPGVPVRWK. The MHC is DRB1_0101 with pseudo-sequence DRB1_0101. The binding affinity (normalized) is 0.964.